This data is from Full USPTO retrosynthesis dataset with 1.9M reactions from patents (1976-2016). The task is: Predict the reactants needed to synthesize the given product. (1) Given the product [Cl:5][C:6]1[CH:11]=[CH:10][N:9]=[C:8]([C:12]([NH:14][CH3:15])=[O:13])[CH:7]=1, predict the reactants needed to synthesize it. The reactants are: O.[OH-].[Na+].Cl.[Cl:5][C:6]1[CH:11]=[CH:10][N:9]=[C:8]([C:12]([NH:14][CH3:15])=[O:13])[CH:7]=1. (2) The reactants are: [CH3:1][N:2]([CH3:15])[C:3]1[C:11]2[C:6](=[N:7][CH:8]=[C:9]([N+:12]([O-])=O)[CH:10]=2)[NH:5][CH:4]=1.[H][H]. Given the product [CH3:1][N:2]([CH3:15])[C:3]1[C:11]2[C:6](=[N:7][CH:8]=[C:9]([NH2:12])[CH:10]=2)[NH:5][CH:4]=1, predict the reactants needed to synthesize it. (3) The reactants are: [Li]C(C)(C)C.[F:6][C:7]1[CH:12]=[CH:11][C:10]([NH:13][C:14]2[S:15][CH:16]=[CH:17][N:18]=2)=[CH:9][CH:8]=1.[Br:19][C:20]1[CH:21]=[N:22][C:23]([Cl:26])=[N:24][CH:25]=1.ClC1C(=O)C(C#N)=C(C#N)C(=O)C=1Cl.O=C1O[C@H]([C@H](CO)O)C([O-])=C1O.[Na+]. Given the product [Br:19][C:20]1[C:21]([C:16]2[S:15][C:14]([NH:13][C:10]3[CH:9]=[CH:8][C:7]([F:6])=[CH:12][CH:11]=3)=[N:18][CH:17]=2)=[N:22][C:23]([Cl:26])=[N:24][CH:25]=1, predict the reactants needed to synthesize it. (4) Given the product [N:17]1[C:18]2[C:23](=[CH:22][CH:21]=[CH:20][CH:19]=2)[CH:24]=[C:15]([NH:14][C:11]([C:4]2[CH:3]=[C:2]([Br:1])[CH:7]=[C:6]([C:8]([NH:47][C:46]3[CH:35]=[N:33][C:32]4[C:31]([CH:30]=3)=[CH:38][CH:37]=[CH:36][CH:41]=4)=[O:10])[N:5]=2)=[O:13])[CH:16]=1, predict the reactants needed to synthesize it. The reactants are: [Br:1][C:2]1[CH:7]=[C:6]([C:8]([OH:10])=O)[N:5]=[C:4]([C:11]([OH:13])=O)[CH:3]=1.[NH2:14][C:15]1[CH:16]=[N:17][C:18]2[C:23]([CH:24]=1)=[CH:22][CH:21]=[CH:20][CH:19]=2.CCN=C=N[CH2:30][CH2:31][CH2:32][N:33]([CH3:35])C.[CH:36]1[CH:37]=[CH:38]C2N(O)N=NC=2[CH:41]=1.[CH3:46][N:47](C=O)C.